From a dataset of Full USPTO retrosynthesis dataset with 1.9M reactions from patents (1976-2016). Predict the reactants needed to synthesize the given product. (1) Given the product [CH3:7][C:5]1([CH3:8])[C:4]2[C:12]3[CH:17]=[CH:16][CH:15]=[CH:14][C:13]=3[C:19](=[O:20])[O:9][C:3]=2[C:2]([CH3:10])([CH3:1])[CH2:6]1, predict the reactants needed to synthesize it. The reactants are: [CH3:1][C:2]1([CH3:10])[CH2:6][C:5]([CH3:8])([CH3:7])[CH2:4][C:3]1=[O:9].Br[C:12]1[CH:17]=[CH:16][CH:15]=[CH:14][C:13]=1I.[C:19](=O)([O-])[O-:20].[Cs+].[Cs+].CC1(C)C2C(=C(P(C3C=CC=CC=3)C3C=CC=CC=3)C=CC=2)OC2C(P(C3C=CC=CC=3)C3C=CC=CC=3)=CC=CC1=2.[C]=O. (2) The reactants are: [NH2:1][C:2]1[N:7]=[C:6]([Cl:8])[C:5]([NH:9][CH:10]=[O:11])=[C:4](Cl)[N:3]=1.[NH2:13][C@@H:14]1[CH2:18][C@H:17]([CH2:19][OH:20])[CH:16]=[CH:15]1.C(N(CC)CC)C. Given the product [NH2:1][C:2]1[N:3]=[C:4]([NH:13][C@@H:14]2[CH2:18][CH:17]([CH2:19][OH:20])[CH:16]=[CH:15]2)[C:5]([NH:9][CH:10]=[O:11])=[C:6]([Cl:8])[N:7]=1, predict the reactants needed to synthesize it. (3) Given the product [C:36]([O:35][C:34](=[O:40])[N:33]([CH2:32][CH2:31][N:19]1[C:18](=[O:23])[C:17](=[CH:16][C:12]2[CH:11]=[C:10]3[C:15](=[CH:14][CH:13]=2)[N:7]([CH2:6][C:5]2[CH:24]=[CH:25][C:2]([Cl:1])=[CH:3][C:4]=2[C:26]([F:27])([F:29])[F:28])[N:8]=[CH:9]3)[S:21][C:20]1=[O:22])[CH3:41])([CH3:39])([CH3:38])[CH3:37], predict the reactants needed to synthesize it. The reactants are: [Cl:1][C:2]1[CH:25]=[CH:24][C:5]([CH2:6][N:7]2[C:15]3[C:10](=[CH:11][C:12](/[CH:16]=[C:17]4/[C:18](=[O:23])[NH:19][C:20](=[O:22])[S:21]/4)=[CH:13][CH:14]=3)[CH:9]=[N:8]2)=[C:4]([C:26]([F:29])([F:28])[F:27])[CH:3]=1.O[CH2:31][CH2:32][N:33]([CH3:41])[C:34](=[O:40])[O:35][C:36]([CH3:39])([CH3:38])[CH3:37]. (4) Given the product [N:1]1[CH:6]=[CH:5][CH:4]=[CH:3][C:2]=1[C:7]1[N:11]=[C:10]([C:12]2[CH:17]=[C:16]([O:18][CH2:28][CH:29]3[CH2:31][CH2:30]3)[CH:15]=[C:14]([C:19]#[N:20])[CH:13]=2)[O:9][N:8]=1, predict the reactants needed to synthesize it. The reactants are: [N:1]1[CH:6]=[CH:5][CH:4]=[CH:3][C:2]=1[C:7]1[N:11]=[C:10]([C:12]2[CH:17]=[C:16]([OH:18])[CH:15]=[C:14]([C:19]#[N:20])[CH:13]=2)[O:9][N:8]=1.C(=O)([O-])[O-].[K+].[K+].Br[CH2:28][CH:29]1[CH2:31][CH2:30]1. (5) Given the product [Cl:11][CH2:12][C:13]1[N:8]=[C:6]([C:5]2[CH:9]=[CH:10][C:2]([Cl:1])=[CH:3][CH:4]=2)[S:7][CH:15]=1, predict the reactants needed to synthesize it. The reactants are: [Cl:1][C:2]1[CH:10]=[CH:9][C:5]([C:6]([NH2:8])=[S:7])=[CH:4][CH:3]=1.[Cl:11][CH2:12][C:13]([CH2:15]Cl)=O.S(=O)(=O)(O)O. (6) Given the product [NH2:1][C:4]1[CH:9]=[CH:8][CH:7]=[CH:6][C:5]=1[S:10]([NH:13][C:14]1[CH:15]=[CH:16][C:17]([C:24]([F:27])([F:26])[F:25])=[C:18]2[C:23]=1[N:22]=[CH:21][CH:20]=[CH:19]2)(=[O:12])=[O:11], predict the reactants needed to synthesize it. The reactants are: [N+:1]([C:4]1[CH:9]=[CH:8][CH:7]=[CH:6][C:5]=1[S:10]([NH:13][C:14]1[CH:15]=[CH:16][C:17]([C:24]([F:27])([F:26])[F:25])=[C:18]2[C:23]=1[N:22]=[CH:21][CH:20]=[CH:19]2)(=[O:12])=[O:11])([O-])=O.Cl[Sn]Cl.